This data is from Catalyst prediction with 721,799 reactions and 888 catalyst types from USPTO. The task is: Predict which catalyst facilitates the given reaction. Reactant: [N+:1]([C:4]1[CH:5]=[C:6]2[C:10](=[CH:11][CH:12]=1)[NH:9][CH:8]=[CH:7]2)([O-:3])=[O:2].[H-].[Na+].I[CH:16]([CH3:18])[CH3:17].[Cl-].[NH4+]. Product: [CH:16]([N:9]1[C:10]2[C:6](=[CH:5][C:4]([N+:1]([O-:3])=[O:2])=[CH:12][CH:11]=2)[CH:7]=[CH:8]1)([CH3:18])[CH3:17]. The catalyst class is: 9.